Task: Predict the product of the given reaction.. Dataset: Forward reaction prediction with 1.9M reactions from USPTO patents (1976-2016) (1) Given the reactants [CH3:1][NH:2][C:3]1[CH:8]=[CH:7][C:6]([C:9]([F:15])([F:14])[C:10]([F:13])([F:12])[F:11])=[CH:5][N:4]=1.[Br:16]N1C(=O)CCC1=O.S([O-])([O-])(=O)=S.[Na+].[Na+].C(=O)([O-])O.[Na+], predict the reaction product. The product is: [Br:16][C:8]1[C:3]([NH:2][CH3:1])=[N:4][CH:5]=[C:6]([C:9]([F:15])([F:14])[C:10]([F:11])([F:12])[F:13])[CH:7]=1. (2) Given the reactants [NH2:1][C@@H:2]1[CH2:7][CH2:6][C@H:5]([NH:8][C:9](=[O:18])[C:10]2[CH:15]=[CH:14][C:13]([F:16])=[C:12]([Cl:17])[CH:11]=2)[CH2:4][CH2:3]1.Cl[C:20]1[N:25]=[C:24]([N:26]([CH3:28])[CH3:27])[C:23]([CH3:29])=[CH:22][N:21]=1.C([O-])(O)=O.[Na+].Cl, predict the reaction product. The product is: [ClH:17].[Cl:17][C:12]1[CH:11]=[C:10]([CH:15]=[CH:14][C:13]=1[F:16])[C:9]([NH:8][C@H:5]1[CH2:4][CH2:3][C@@H:2]([NH:1][C:20]2[N:25]=[C:24]([N:26]([CH3:28])[CH3:27])[C:23]([CH3:29])=[CH:22][N:21]=2)[CH2:7][CH2:6]1)=[O:18]. (3) Given the reactants [CH:1]([O:4][C:5](=[O:18])[C:6]1[CH:11]=[CH:10][C:9]([Br:12])=[CH:8][C:7]=1[CH2:13][NH:14][CH:15]1[CH2:17][CH2:16]1)([CH3:3])[CH3:2].[C:19](=O)([O-])[O-].[K+].[K+].CI, predict the reaction product. The product is: [CH:1]([O:4][C:5](=[O:18])[C:6]1[CH:11]=[CH:10][C:9]([Br:12])=[CH:8][C:7]=1[CH2:13][N:14]([CH:15]1[CH2:16][CH2:17]1)[CH3:19])([CH3:3])[CH3:2]. (4) The product is: [CH3:1][C:2]1[CH:11]=[CH:10][CH:9]=[C:8]2[C:3]=1[C:4](=[O:12])[C:5]([CH2:15][OH:18])([CH2:13][OH:14])[CH2:6][S:7]2. Given the reactants [CH3:1][C:2]1[CH:11]=[CH:10][CH:9]=[C:8]2[C:3]=1[C:4](=[O:12])[CH2:5][CH2:6][S:7]2.[CH2:13]=[O:14].[C:15](=[O:18])([O-])[O-].[K+].[K+], predict the reaction product. (5) The product is: [F:13][C:9]1[C:8]([F:14])=[CH:7][CH:6]=[C:20]2[C:10]=1[C:11]([CH3:12])([CH3:19])[C:23](=[O:24])[NH:21]2. Given the reactants C(N1[C:12]2[C:7](=[C:8]([F:14])[C:9]([F:13])=[CH:10][CH:11]=2)[CH2:6]C1=O)(=O)C.[H-].[Na+].I[CH3:19].[CH3:20][N:21]([CH:23]=[O:24])C, predict the reaction product.